Predict which catalyst facilitates the given reaction. From a dataset of Catalyst prediction with 721,799 reactions and 888 catalyst types from USPTO. (1) Reactant: Br[C:2]1[CH:7]=[CH:6][C:5]([OH:8])=[CH:4][CH:3]=1.[F:9][C:10]1[CH:11]=[C:12]2[C:16](=[CH:17][CH:18]=1)[NH:15][N:14]=[CH:13]2.[O-]P([O-])([O-])=O.[K+].[K+].[K+].CNCCNC. Product: [F:9][C:10]1[CH:18]=[CH:17][C:16]2[C:12](=[CH:13][N:14]([C:2]3[CH:7]=[CH:6][C:5]([OH:8])=[CH:4][CH:3]=3)[N:15]=2)[CH:11]=1. The catalyst class is: 11. (2) Reactant: [NH:1]1[CH2:4][CH:3]([N:5]([CH2:12][C:13]2[CH:14]=[N:15][C:16]([C:19]3[S:27][C:26]4[C:21](=[N:22][CH:23]=[CH:24][C:25]=4[O:28][C:29]4[CH:34]=[CH:33][C:32]([NH:35][C:36]([NH:38][CH:39]5[CH2:41][CH2:40]5)=[O:37])=[CH:31][C:30]=4[F:42])[CH:20]=3)=[CH:17][CH:18]=2)[CH2:6][C:7]([O:9][CH2:10][CH3:11])=[O:8])[CH2:2]1.[CH2:43]([N:45]=[C:46]=[O:47])[CH3:44]. Product: [CH:39]1([NH:38][C:36](=[O:37])[NH:35][C:32]2[CH:33]=[CH:34][C:29]([O:28][C:25]3[CH:24]=[CH:23][N:22]=[C:21]4[CH:20]=[C:19]([C:16]5[N:15]=[CH:14][C:13]([CH2:12][N:5]([CH:3]6[CH2:2][N:1]([C:46](=[O:47])[NH:45][CH2:43][CH3:44])[CH2:4]6)[CH2:6][C:7]([O:9][CH2:10][CH3:11])=[O:8])=[CH:18][CH:17]=5)[S:27][C:26]=34)=[C:30]([F:42])[CH:31]=2)[CH2:40][CH2:41]1. The catalyst class is: 1.